Dataset: Catalyst prediction with 721,799 reactions and 888 catalyst types from USPTO. Task: Predict which catalyst facilitates the given reaction. (1) Reactant: [CH3:1][C:2]1[CH:11]=[C:10]([CH2:12][O:13][C:14]2[CH:19]=[CH:18][C:17]([S:20]([CH2:23][C:24](=O)[CH2:25][CH2:26][CH2:27][C:28]3[N:33]=[CH:32][CH:31]=[CH:30][N:29]=3)(=[O:22])=[O:21])=[CH:16][CH:15]=2)[C:9]2[C:4](=[CH:5][CH:6]=[CH:7][CH:8]=2)[N:3]=1.[OH2:35].[C:36](=[O:39])([O-])[O-].[NH4+:40].[NH4+:41].[C-:42]#N.[K+]. Product: [CH3:1][C:2]1[CH:11]=[C:10]([CH2:12][O:13][C:14]2[CH:15]=[CH:16][C:17]([S:20]([CH2:23][C:24]3([CH2:25][CH2:26][CH2:27][C:28]4[N:33]=[CH:32][CH:31]=[CH:30][N:29]=4)[NH:41][C:42](=[O:35])[NH:40][C:36]3=[O:39])(=[O:21])=[O:22])=[CH:18][CH:19]=2)[C:9]2[C:4](=[CH:5][CH:6]=[CH:7][CH:8]=2)[N:3]=1. The catalyst class is: 14. (2) Reactant: [CH3:1][O:2][C:3]1[CH:4]=[C:5]2[C:10](=[CH:11][C:12]=1[O:13][CH3:14])[N:9]=[CH:8][CH:7]=[C:6]2[O:15][C:16]1[CH:22]=[CH:21][C:19]([NH2:20])=[C:18]([CH3:23])[C:17]=1[CH3:24].C1(C)C=CC=CC=1.C(N(CC)CC)C.ClC(Cl)(O[C:43](=[O:49])[O:44][C:45](Cl)(Cl)Cl)Cl.[Cl:51][C:52]1[CH:62]=[CH:61][CH:60]=[CH:59][C:53]=1[O:54][CH2:55][CH2:56]CO. Product: [CH3:1][O:2][C:3]1[CH:4]=[C:5]2[C:10](=[CH:11][C:12]=1[O:13][CH3:14])[N:9]=[CH:8][CH:7]=[C:6]2[O:15][C:16]1[CH:22]=[CH:21][C:19]([NH:20][C:43](=[O:49])[O:44][CH2:45][CH2:56][CH2:55][O:54][C:53]2[CH:59]=[CH:60][CH:61]=[CH:62][C:52]=2[Cl:51])=[C:18]([CH3:23])[C:17]=1[CH3:24]. The catalyst class is: 2.